This data is from Full USPTO retrosynthesis dataset with 1.9M reactions from patents (1976-2016). The task is: Predict the reactants needed to synthesize the given product. (1) Given the product [Cl:1][C:2]1[CH:7]=[CH:6][C:5]([C:27]#[C:28][C:29]([OH:31])=[O:30])=[C:4]([F:9])[CH:3]=1, predict the reactants needed to synthesize it. The reactants are: [Cl:1][C:2]1[CH:7]=[CH:6][C:5](I)=[C:4]([F:9])[CH:3]=1.C([Si](C)(C)C)#C.C(Cl)(=O)OC.C1(C)C=CC([C:27]#[C:28][C:29]([OH:31])=[O:30])=CC=1. (2) Given the product [Br:1][C:2]1[CH:9]=[CH:8][CH:7]=[CH:6][C:3]=1[CH:4]1[O:12][CH2:11][CH2:10][O:5]1, predict the reactants needed to synthesize it. The reactants are: [Br:1][C:2]1[CH:9]=[CH:8][CH:7]=[CH:6][C:3]=1[CH:4]=[O:5].[CH2:10](O)[CH2:11][OH:12]. (3) Given the product [CH3:1][O:2][C:3]1[CH:4]=[CH:5][C:6]([CH3:10])=[C:7]([NH:8][C:11](=[O:12])[O:13][C:14]([CH3:17])([CH3:16])[CH3:15])[CH:9]=1, predict the reactants needed to synthesize it. The reactants are: [CH3:1][O:2][C:3]1[CH:4]=[CH:5][C:6]([CH3:10])=[C:7]([CH:9]=1)[NH2:8].[C:11](O[C:11]([O:13][C:14]([CH3:17])([CH3:16])[CH3:15])=[O:12])([O:13][C:14]([CH3:17])([CH3:16])[CH3:15])=[O:12]. (4) Given the product [CH3:1][CH:2]1[CH2:6][CH2:5][CH2:4][N:3]1[CH2:7][CH2:8][CH2:9][O:10][C:11]1[CH:12]=[CH:13][C:14]([C:17]2[N:18]3[N:19]=[CH:20][CH:21]=[C:22]3[N:23]=[C:24]3[C:25]=2[CH2:26][CH2:27][CH2:28][CH2:29]3)=[CH:15][CH:16]=1, predict the reactants needed to synthesize it. The reactants are: [CH3:1][CH:2]1[CH2:6][CH2:5][CH2:4][N:3]1[CH2:7][CH2:8][CH2:9][O:10][C:11]1[CH:16]=[CH:15][C:14]([C:17]2[N:18]3[C:22]([N:23]=[C:24]4C[CH2:29][CH2:28][CH2:27][CH2:26][C:25]=24)=[CH:21][CH:20]=[N:19]3)=[CH:13][CH:12]=1.ClCCCOC1C=CC(C2N3N=CC=C3N=C3C=2CCCC3)=CC=1.CC1CCCN1. (5) Given the product [NH2:22][C:15]1[C:14]2[N:13]=[C:12]([CH2:23][O:24][CH2:25][CH3:26])[N:11]([CH2:10][CH2:9][CH2:8][NH:7][C:3](=[O:4])[N:2]([CH3:6])[CH3:1])[C:19]=2[C:18]([CH3:20])=[C:17]([CH3:21])[N:16]=1, predict the reactants needed to synthesize it. The reactants are: [CH3:1][N:2]([CH3:6])[C:3](Cl)=[O:4].[NH2:7][CH2:8][CH2:9][CH2:10][N:11]1[C:19]2[C:18]([CH3:20])=[C:17]([CH3:21])[N:16]=[C:15]([NH2:22])[C:14]=2[N:13]=[C:12]1[CH2:23][O:24][CH2:25][CH3:26]. (6) Given the product [C:23]([C:25]1([C:28]([NH:9][NH:8][C:6](=[O:7])[C:5]2[CH:10]=[CH:11][C:2]([F:1])=[C:3]([CH2:12][CH2:13][CH2:14][CH2:15][CH2:16][CH2:17][CH2:18][CH2:19][CH2:20][CH2:21][CH3:22])[CH:4]=2)=[O:29])[CH2:27][CH2:26]1)#[N:24], predict the reactants needed to synthesize it. The reactants are: [F:1][C:2]1[CH:11]=[CH:10][C:5]([C:6]([NH:8][NH2:9])=[O:7])=[CH:4][C:3]=1[CH2:12][CH2:13][CH2:14][CH2:15][CH2:16][CH2:17][CH2:18][CH2:19][CH2:20][CH2:21][CH3:22].[C:23]([C:25]1([C:28](O)=[O:29])[CH2:27][CH2:26]1)#[N:24]. (7) Given the product [CH3:14][C:15]1[N:16]=[C:17]([C:23]2[CH:28]=[CH:27][C:26]([C:29]([F:32])([F:31])[F:30])=[CH:25][CH:24]=2)[S:18][C:19]=1[CH2:20][CH2:21][O:13][C:9]1[CH:8]=[C:7]2[C:12]([C:4]([CH2:1][CH2:2][CH3:3])=[CH:5][NH:6]2)=[CH:11][CH:10]=1, predict the reactants needed to synthesize it. The reactants are: [CH2:1]([C:4]1[C:12]2[C:7](=[CH:8][C:9]([OH:13])=[CH:10][CH:11]=2)[NH:6][CH:5]=1)[CH2:2][CH3:3].[CH3:14][C:15]1[N:16]=[C:17]([C:23]2[CH:28]=[CH:27][C:26]([C:29]([F:32])([F:31])[F:30])=[CH:25][CH:24]=2)[S:18][C:19]=1[CH2:20][CH2:21]O.C1(P(C2C=CC=CC=2)C2C=CC=CC=2)C=CC=CC=1.N(C(OC(C)(C)C)=O)=NC(OC(C)(C)C)=O. (8) Given the product [CH:16]1([N:7]2[CH2:8][C:9]([F:15])([F:14])[C:10](=[O:13])[N:11]([CH3:12])[C:5]3[CH:4]=[N:3][C:2]([NH:35][C:36]4[CH:50]=[CH:49][C:39]([C:40]([NH:42][CH:43]5[CH2:44][CH2:45][O:46][CH2:47][CH2:48]5)=[O:41])=[CH:38][C:37]=4[O:51][CH3:52])=[N:22][C:6]2=3)[CH2:21][CH2:20][CH2:19][CH2:18][CH2:17]1, predict the reactants needed to synthesize it. The reactants are: Cl[C:2]1[N:3]=[CH:4][C:5]2[N:11]([CH3:12])[C:10](=[O:13])[C:9]([F:15])([F:14])[CH2:8][N:7]([CH:16]3[CH2:21][CH2:20][CH2:19][CH2:18][CH2:17]3)[C:6]=2[N:22]=1.O.C1(C)C(S(O)(=O)=O)=CC=CC=1.[NH2:35][C:36]1[CH:50]=[CH:49][C:39]([C:40]([NH:42][CH:43]2[CH2:48][CH2:47][O:46][CH2:45][CH2:44]2)=[O:41])=[CH:38][C:37]=1[O:51][CH3:52]. (9) Given the product [Cl:24][C:22]1[CH:21]=[C:4]([CH2:5][O:6][C:7]2[CH:12]=[CH:11][CH:10]=[CH:9][C:8]=2[CH2:13][C:14]([O:16][C:17]([CH3:20])([CH3:19])[CH3:18])=[O:15])[CH:3]=[C:2]([C:25]2[CH2:30][CH2:29][CH2:28][CH2:27][CH:26]=2)[CH:23]=1, predict the reactants needed to synthesize it. The reactants are: Br[C:2]1[CH:3]=[C:4]([CH:21]=[C:22]([Cl:24])[CH:23]=1)[CH2:5][O:6][C:7]1[CH:12]=[CH:11][CH:10]=[CH:9][C:8]=1[CH2:13][C:14]([O:16][C:17]([CH3:20])([CH3:19])[CH3:18])=[O:15].[C:25]1(B2OC(C)(C)C(C)(C)O2)[CH2:30][CH2:29][CH2:28][CH2:27][CH:26]=1.